Dataset: Forward reaction prediction with 1.9M reactions from USPTO patents (1976-2016). Task: Predict the product of the given reaction. (1) Given the reactants [F:1][C:2]1[CH:3]=[C:4]2[C:8](=[CH:9][CH:10]=1)[NH:7][C:6]([C:11]([OH:13])=O)=[CH:5]2.[NH2:14][C@H:15]1[C:23]2[C:18](=[CH:19][CH:20]=[C:21]([C:24]#[N:25])[CH:22]=2)[CH2:17][C:16]1([CH3:27])[CH3:26].CN([P+](ON1N=NC2C=CC=CC1=2)(N(C)C)N(C)C)C.F[P-](F)(F)(F)(F)F.CN1CCOCC1, predict the reaction product. The product is: [C:24]([C:21]1[CH:22]=[C:23]2[C:18]([CH2:17][C:16]([CH3:27])([CH3:26])[C@H:15]2[NH:14][C:11]([C:6]2[NH:7][C:8]3[C:4]([CH:5]=2)=[CH:3][C:2]([F:1])=[CH:10][CH:9]=3)=[O:13])=[CH:19][CH:20]=1)#[N:25]. (2) Given the reactants [CH2:1]([O:3][C:4]([C:6]1[C:15](=[O:16])[C:14]2[C:9](=[CH:10][CH:11]=[C:12]([O:19][C:20]3[CH:25]=[CH:24][C:23]([NH:26][C:27](=[O:29])[CH3:28])=[CH:22][CH:21]=3)[C:13]=2[CH2:17]Cl)[N:8]([CH2:30][C:31]2[CH:36]=[CH:35][CH:34]=[CH:33][C:32]=2[C:37]([F:40])([F:39])[F:38])[CH:7]=1)=[O:5])[CH3:2].C(N(CC)C(C)C)(C)C.[CH2:50]([NH:57][CH3:58])[C:51]1[CH:56]=[CH:55][CH:54]=[CH:53][CH:52]=1.C(=O)(O)[O-].[Na+], predict the reaction product. The product is: [CH2:1]([O:3][C:4]([C:6]1[C:15](=[O:16])[C:14]2[C:9](=[CH:10][CH:11]=[C:12]([O:19][C:20]3[CH:25]=[CH:24][C:23]([NH:26][C:27](=[O:29])[CH3:28])=[CH:22][CH:21]=3)[C:13]=2[CH2:17][N:57]([CH2:50][C:51]2[CH:56]=[CH:55][CH:54]=[CH:53][CH:52]=2)[CH3:58])[N:8]([CH2:30][C:31]2[CH:36]=[CH:35][CH:34]=[CH:33][C:32]=2[C:37]([F:40])([F:39])[F:38])[CH:7]=1)=[O:5])[CH3:2]. (3) Given the reactants [OH:1][C:2]([CH3:23])([CH3:22])[C:3]([N:5]1[CH2:10][CH2:9][N:8](NC(OCC2C=CC=CC=2)=O)[CH2:7][CH2:6]1)=[O:4], predict the reaction product. The product is: [OH:1][C:2]([CH3:23])([CH3:22])[C:3]([N:5]1[CH2:6][CH2:7][NH:8][CH2:9][CH2:10]1)=[O:4]. (4) Given the reactants [CH3:1][C:2]1[C:6]2[CH:7]=[C:8]([N:11]3[CH2:16][CH2:15][O:14][CH2:13][CH2:12]3)[CH:9]=[CH:10][C:5]=2[O:4][C:3]=1[C:17](OC)=[O:18].[H-].[Al+3].[Li+].[H-].[H-].[H-].C[N+]1([O-])CCOCC1, predict the reaction product. The product is: [CH3:1][C:2]1[C:6]2[CH:7]=[C:8]([N:11]3[CH2:16][CH2:15][O:14][CH2:13][CH2:12]3)[CH:9]=[CH:10][C:5]=2[O:4][C:3]=1[CH:17]=[O:18]. (5) Given the reactants C(NC(C)C)(C)C.C([Li])CCC.[CH2:13]([SnH:17]([CH2:22][CH2:23][CH2:24][CH3:25])[CH2:18][CH2:19][CH2:20][CH3:21])[CH2:14][CH2:15][CH3:16].[F:26][C:27]1[CH:32]=[CH:31][C:30]([C:33](=O)[CH3:34])=[CH:29][CH:28]=1.C(N(CC)CC)C.CS(Cl)(=O)=O, predict the reaction product. The product is: [CH2:22]([Sn:17]([CH2:13][CH2:14][CH2:15][CH3:16])([CH2:18][CH2:19][CH2:20][CH3:21])[C:33]([C:30]1[CH:31]=[CH:32][C:27]([F:26])=[CH:28][CH:29]=1)=[CH2:34])[CH2:23][CH2:24][CH3:25].